This data is from NCI-60 drug combinations with 297,098 pairs across 59 cell lines. The task is: Regression. Given two drug SMILES strings and cell line genomic features, predict the synergy score measuring deviation from expected non-interaction effect. (1) Drug 1: CCN(CC)CCNC(=O)C1=C(NC(=C1C)C=C2C3=C(C=CC(=C3)F)NC2=O)C. Drug 2: C1=CC=C(C(=C1)C(C2=CC=C(C=C2)Cl)C(Cl)Cl)Cl. Cell line: A549. Synergy scores: CSS=3.21, Synergy_ZIP=-0.0456, Synergy_Bliss=-0.459, Synergy_Loewe=-0.237, Synergy_HSA=-1.53. (2) Drug 1: C(=O)(N)NO. Drug 2: CN(CCCl)CCCl.Cl. Cell line: MDA-MB-435. Synergy scores: CSS=-4.61, Synergy_ZIP=2.74, Synergy_Bliss=4.42, Synergy_Loewe=-6.15, Synergy_HSA=-2.91.